This data is from Reaction yield outcomes from USPTO patents with 853,638 reactions. The task is: Predict the reaction yield, written as a fraction of the theoretical maximum amount of product (1.0 means a 100% yield; for example, 0.34 means a 34% yield). (1) The reactants are [OH:1][CH2:2][C:3]([CH3:9])([CH3:8])[C:4]([O:6][CH3:7])=[O:5].ClN1C(=O)N(Cl)C(=O)N(Cl)C1=O.CC1(C)CCCC(C)(C)[NH+]1[O-]. The catalyst is ClCCl. The product is [CH3:8][C:3]([CH3:9])([CH:2]=[O:1])[C:4]([O:6][CH3:7])=[O:5]. The yield is 0.800. (2) The reactants are [NH2:1][C:2]1[C:10]2[C:5](=[C:6]([F:13])[CH:7]=[CH:8][C:9]=2[O:11][CH3:12])[N:4]([CH2:14][C:15]2[CH:16]=[C:17]([CH:20]=[CH:21][CH:22]=2)[C:18]#[N:19])[N:3]=1.[Cl:23][C:24]1[S:28][C:27]([S:29](Cl)(=[O:31])=[O:30])=[CH:26][CH:25]=1.N1C=CC=CC=1. The catalyst is C(Cl)Cl. The product is [Cl:23][C:24]1[S:28][C:27]([S:29]([NH:1][C:2]2[C:10]3[C:5](=[C:6]([F:13])[CH:7]=[CH:8][C:9]=3[O:11][CH3:12])[N:4]([CH2:14][C:15]3[CH:22]=[CH:21][CH:20]=[C:17]([C:18]#[N:19])[CH:16]=3)[N:3]=2)(=[O:31])=[O:30])=[CH:26][CH:25]=1. The yield is 0.300.